Predict the product of the given reaction. From a dataset of Forward reaction prediction with 1.9M reactions from USPTO patents (1976-2016). (1) Given the reactants [CH2:1]([N:8]([CH2:17][C:18]1[CH:23]=[CH:22][CH:21]=[CH:20][CH:19]=1)[C:9]1[CH:14]=[CH:13][C:12](I)=[CH:11][C:10]=1[F:16])[C:2]1[CH:7]=[CH:6][CH:5]=[CH:4][CH:3]=1.[CH3:24][N:25]1[CH2:30][CH2:29][CH2:28][NH:27][C:26]1=[O:31], predict the reaction product. The product is: [CH2:1]([N:8]([CH2:17][C:18]1[CH:23]=[CH:22][CH:21]=[CH:20][CH:19]=1)[C:9]1[CH:14]=[CH:13][C:12]([N:27]2[CH2:28][CH2:29][CH2:30][N:25]([CH3:24])[C:26]2=[O:31])=[CH:11][C:10]=1[F:16])[C:2]1[CH:7]=[CH:6][CH:5]=[CH:4][CH:3]=1. (2) The product is: [F:1][C:2]1[C:3]([C:10]2[CH:19]=[CH:18][C:13]([C:14]([O:16][CH3:17])=[O:15])=[CH:12][C:11]=2[C:20]2([CH2:25][OH:26])[CH2:24][CH2:23][CH2:22][CH2:21]2)=[CH:4][C:5]([O:8][CH3:9])=[N:6][CH:7]=1. Given the reactants [F:1][C:2]1[C:3]([C:10]2[CH:19]=[CH:18][C:13]([C:14]([O:16][CH3:17])=[O:15])=[CH:12][C:11]=2[C:20]2([CH:25]=[O:26])[CH2:24][CH2:23][CH2:22][CH2:21]2)=[CH:4][C:5]([O:8][CH3:9])=[N:6][CH:7]=1.O=[O+][O-].[BH4-].[Na+].CCOC(C)=O, predict the reaction product. (3) Given the reactants [Cl:1][C:2]1[CH:3]=[C:4]([CH:18]=[C:19]([CH2:21][N:22]([CH2:35][CH:36]([CH3:38])[CH3:37])[S:23]([C:26]2[CH:31]=[C:30]([Cl:32])[CH:29]=[C:28]([Cl:33])[C:27]=2[OH:34])(=[O:25])=[O:24])[CH:20]=1)[CH2:5][N:6]([CH2:14][CH:15]([CH3:17])[CH3:16])C(=O)OC(C)(C)C.C(O)(C(F)(F)F)=O, predict the reaction product. The product is: [Cl:33][C:28]1[C:27]([OH:34])=[C:26]([S:23]([N:22]([CH2:21][C:19]2[CH:18]=[C:4]([CH2:5][NH:6][CH2:14][CH:15]([CH3:17])[CH3:16])[CH:3]=[C:2]([Cl:1])[CH:20]=2)[CH2:35][CH:36]([CH3:37])[CH3:38])(=[O:25])=[O:24])[CH:31]=[C:30]([Cl:32])[CH:29]=1. (4) Given the reactants C(OC([N:8]1[CH2:13][CH2:12][CH:11]([NH:14][C:15]2[O:16][C:17]3[C:23]([N+:24]([O-:26])=[O:25])=[CH:22][CH:21]=[CH:20][C:18]=3[N:19]=2)[CH2:10][CH2:9]1)=O)(C)(C)C.C(O)(C(F)(F)F)=O, predict the reaction product. The product is: [N+:24]([C:23]1[C:17]2[O:16][C:15]([NH:14][CH:11]3[CH2:12][CH2:13][NH:8][CH2:9][CH2:10]3)=[N:19][C:18]=2[CH:20]=[CH:21][CH:22]=1)([O-:26])=[O:25]. (5) Given the reactants F[C:2]1[CH:3]=[C:4]([CH:28]=[C:29](F)[CH:30]=1)[CH2:5][C@@H]([C@@H]([C@H]1C[C@@H](OCC=C)CN1C(OC(C)(C)C)=O)O)C(O)=O.[F:32][C:33]1[CH:34]=[C:35]([CH:66]=[C:67]([F:69])[CH:68]=1)[CH2:36][C@@H:37]([C@@H:41]([C@H:50]1[CH2:54][C@@H:53]([O:55][CH2:56][CH:57]=[CH2:58])[CH2:52][N:51]1[C:59]([O:61][C:62]([CH3:65])([CH3:64])[CH3:63])=[O:60])[O:42][Si:43]([C:46]([CH3:49])([CH3:48])[CH3:47])([CH3:45])[CH3:44])[C:38]([OH:40])=[O:39].FC1C=C(C=C(F)C=1)C[C@H](C(N1[C@@H](CC2C=CC=CC=2)COC1=O)=O)[C@@H]([C@H]1C[C@@H](OCC=C)CN1C(OC(C)(C)C)=O)O.CCN(C(C)C)C(C)C.O([Si](C(C)(C)C)(C)C)S(C(F)(F)F)(=O)=O.OO.[OH-].[Li+], predict the reaction product. The product is: [CH2:56]([O:55][C@H:53]1[CH2:52][N:51]([C:59]([O:61][C:62]([CH3:65])([CH3:64])[CH3:63])=[O:60])[C@@H:50]([C@@H:41]([O:42][Si:43]([C:46]([CH3:48])([CH3:49])[CH3:47])([CH3:44])[CH3:45])[C@@H:37]([C:38]([O:40][CH2:5][C:4]2[CH:28]=[CH:29][CH:30]=[CH:2][CH:3]=2)=[O:39])[CH2:36][C:35]2[CH:66]=[C:67]([F:69])[CH:68]=[C:33]([F:32])[CH:34]=2)[CH2:54]1)[CH:57]=[CH2:58]. (6) Given the reactants [CH3:1][C:2]1[C:6]([C:7](O)=[O:8])=[C:5]([CH3:10])[N:4]([C:11]2[CH:16]=[CH:15][C:14]([O:17][C:18]([F:21])([F:20])[F:19])=[CH:13][CH:12]=2)[N:3]=1.[N:22]1([CH:27]2[CH2:32][CH2:31][NH:30][CH2:29][CH2:28]2)[CH2:26][CH2:25][CH2:24][CH2:23]1, predict the reaction product. The product is: [CH3:1][C:2]1[C:6]([C:7]([N:30]2[CH2:31][CH2:32][CH:27]([N:22]3[CH2:26][CH2:25][CH2:24][CH2:23]3)[CH2:28][CH2:29]2)=[O:8])=[C:5]([CH3:10])[N:4]([C:11]2[CH:16]=[CH:15][C:14]([O:17][C:18]([F:21])([F:19])[F:20])=[CH:13][CH:12]=2)[N:3]=1. (7) Given the reactants [C:1]([C:3]1[CH:15]=[C:14]2[C:6]([C:7]3[C:8](=[O:25])[C:9]4[CH:21]=[CH:20][C:19]([C:22](O)=[O:23])=[CH:18][C:10]=4[C:11]([CH3:17])([CH3:16])[C:12]=3[NH:13]2)=[CH:5][CH:4]=1)#[N:2].[CH2:26]([NH:29][CH2:30][CH2:31][OH:32])[CH2:27][OH:28], predict the reaction product. The product is: [OH:28][CH2:27][CH2:26][N:29]([CH2:30][CH2:31][OH:32])[C:22]([C:19]1[CH:20]=[CH:21][C:9]2[C:8](=[O:25])[C:7]3[C:6]4[C:14](=[CH:15][C:3]([C:1]#[N:2])=[CH:4][CH:5]=4)[NH:13][C:12]=3[C:11]([CH3:16])([CH3:17])[C:10]=2[CH:18]=1)=[O:23]. (8) Given the reactants Cl[C:2]1[C:7]([C:8]#[N:9])=[CH:6][N:5]=[C:4]([S:10][CH3:11])[N:3]=1.Cl.[NH2:13][C@@H:14]1[CH2:20][CH2:19][CH2:18][CH2:17][C@H:16]([OH:21])[CH2:15]1.CCN(C(C)C)C(C)C.O, predict the reaction product. The product is: [OH:21][C@H:16]1[CH2:17][CH2:18][CH2:19][CH2:20][C@@H:14]([NH:13][C:2]2[C:7]([C:8]#[N:9])=[CH:6][N:5]=[C:4]([S:10][CH3:11])[N:3]=2)[CH2:15]1.